From a dataset of Forward reaction prediction with 1.9M reactions from USPTO patents (1976-2016). Predict the product of the given reaction. (1) The product is: [C:7]([O:11][C:12]([N:14]1[CH2:19][C@H:18]([CH2:20][N:33]2[CH2:34][CH2:35][O:36][CH2:37][C@H:32]2[CH3:31])[N:17]([CH2:22][C:23]2[CH:28]=[CH:27][CH:26]=[CH:25][CH:24]=2)[CH2:16][C@H:15]1[CH3:29])=[O:13])([CH3:10])([CH3:9])[CH3:8]. Given the reactants C([O-])([O-])=O.[K+].[K+].[C:7]([O:11][C:12]([N:14]1[CH2:19][C@H:18]([CH2:20]Cl)[N:17]([CH2:22][C:23]2[CH:28]=[CH:27][CH:26]=[CH:25][CH:24]=2)[CH2:16][C@H:15]1[CH3:29])=[O:13])([CH3:10])([CH3:9])[CH3:8].Cl.[CH3:31][C@@H:32]1[CH2:37][O:36][CH2:35][CH2:34][NH:33]1, predict the reaction product. (2) Given the reactants [CH3:1][O:2][CH2:3][CH2:4][O:5]C.C(O)CO.[Na].ClC1[N:18]=[CH:17][N:16]=[C:15]([NH:19][S:20](=[O:30])(=[O:29])[NH:21][C:22]2[CH:27]=[CH:26][C:25]([CH3:28])=[CH:24][CH:23]=2)[C:14]=1[C:31]1[CH:36]=[CH:35][C:34]([CH3:37])=[CH:33][CH:32]=1, predict the reaction product. The product is: [OH:5][CH2:4][CH2:3][O:2][C:1]1[N:18]=[CH:17][N:16]=[C:15]([NH:19][S:20](=[O:29])(=[O:30])[NH:21][C:22]2[CH:23]=[CH:24][C:25]([CH3:28])=[CH:26][CH:27]=2)[C:14]=1[C:31]1[CH:32]=[CH:33][C:34]([CH3:37])=[CH:35][CH:36]=1. (3) Given the reactants [C:1](/[C:3](=[CH:11]\[C:12]1[C:21]2[C:16](=[CH:17][CH:18]=[CH:19][CH:20]=2)[CH:15]=[CH:14][CH:13]=1)/[C:4]([O:6][C:7]([CH3:10])([CH3:9])[CH3:8])=[O:5])#[N:2].[C:22]1([Mg]Br)[C:31]2[C:26](=[CH:27][CH:28]=[CH:29][CH:30]=2)[CH:25]=[CH:24][CH:23]=1, predict the reaction product. The product is: [C:1]([CH:3]([CH:11]([C:30]1[C:31]2[C:26](=[CH:25][CH:24]=[CH:23][CH:22]=2)[CH:27]=[CH:28][CH:29]=1)[C:12]1[C:21]2[C:16](=[CH:17][CH:18]=[CH:19][CH:20]=2)[CH:15]=[CH:14][CH:13]=1)[C:4]([O:6][C:7]([CH3:8])([CH3:10])[CH3:9])=[O:5])#[N:2]. (4) Given the reactants FC(F)(F)S(OC1C=C(C2C3SC4C=CC=CC=4C=3C=CC=2)C=C(C2C=CC=C(C3C=N[C:39]4[C:34](=[C:35]5C=CC=[CH:46][C:36]5=[C:37]5C=CC=[CH:42][C:38]5=4)N=3)C=2)C=1)(=O)=O.N1C2C(=C3C=CC=CC3=C3C=CC=CC3=2)N=C[C:53]=1C1C=C(B2OC(C)(C)C(C)(C)O2)C=CC=1.C1(P(C2CCCCC2)C2C=CC=CC=2C2C(OC)=CC=CC=2OC)CCCCC1.C(=O)([O-])[O-].[K+].[K+], predict the reaction product. The product is: [C:34]1([CH3:53])[CH:35]=[C:36]([CH3:46])[CH:37]=[C:38]([CH3:42])[CH:39]=1. (5) Given the reactants Br[C:2]#[N:3].CC([O-])=O.[K+].[NH2:9][C:10]1[CH:15]=[CH:14][CH:13]=[CH:12][CH:11]=1, predict the reaction product. The product is: [C:10]1([NH:9][C:2]#[N:3])[CH:15]=[CH:14][CH:13]=[CH:12][CH:11]=1. (6) Given the reactants [NH2:1][C:2]1[CH:3]=[C:4]([CH:21]=[CH:22][C:23]=1[CH3:24])[O:5][C:6]1[CH:7]=[CH:8][C:9]2[N:10]([CH:12]=[C:13]([NH:15][C:16]([CH:18]3[CH2:20][CH2:19]3)=[O:17])[N:14]=2)[N:11]=1.[Cl:25][C:26]1[CH:34]=[CH:33][C:29]([C:30](O)=[O:31])=[CH:28][C:27]=1[C:35]([F:38])([F:37])[F:36].Cl.CN(C)CCCN=C=NCC.ON1C2C=CC=CC=2N=N1, predict the reaction product. The product is: [Cl:25][C:26]1[CH:34]=[CH:33][C:29]([C:30]([NH:1][C:2]2[CH:3]=[C:4]([O:5][C:6]3[CH:7]=[CH:8][C:9]4[N:10]([CH:12]=[C:13]([NH:15][C:16]([CH:18]5[CH2:20][CH2:19]5)=[O:17])[N:14]=4)[N:11]=3)[CH:21]=[CH:22][C:23]=2[CH3:24])=[O:31])=[CH:28][C:27]=1[C:35]([F:36])([F:37])[F:38].